Task: Predict the reaction yield, written as a fraction of the theoretical maximum amount of product (1.0 means a 100% yield; for example, 0.34 means a 34% yield).. Dataset: Reaction yield outcomes from USPTO patents with 853,638 reactions (1) The reactants are Br[C:2]1[CH:7]=[CH:6][C:5]([CH2:8][C:9]([OH:11])=[O:10])=[CH:4][CH:3]=1.[CH3:12][C:13]1[N:14]=[CH:15][O:16][C:17]=1C(O)=O.C(=O)([O-])[O-].[Cs+].[Cs+]. The catalyst is CN(C=O)C.O.[Cl-].C([N+](CCCC)(CCCC)CCCC)CCC.C(Cl)Cl.CC(C)([P](C(C)(C)C)([Pd][P](C(C)(C)C)(C(C)(C)C)C(C)(C)C)C(C)(C)C)C. The product is [CH3:12][C:13]1[N:14]=[CH:15][O:16][C:17]=1[C:2]1[CH:7]=[CH:6][C:5]([CH2:8][C:9]([OH:11])=[O:10])=[CH:4][CH:3]=1. The yield is 0.240. (2) The reactants are Cl.CN(C)CCCN=C=NCC.[Br:13][C:14]1[CH:22]=[CH:21][C:17]([C:18]([OH:20])=O)=[CH:16][N:15]=1.[C:23]1([S:33]([NH2:36])(=[O:35])=[O:34])[C:24]([S:29]([NH2:32])(=[O:31])=[O:30])=[CH:25][CH:26]=[CH:27][CH:28]=1.O. The catalyst is CN(C)C1C=CN=CC=1.CN(C)C=O. The product is [Br:13][C:14]1[CH:22]=[CH:21][C:17]([C:18]([NH:36][S:33]([C:23]2[CH:28]=[CH:27][CH:26]=[CH:25][C:24]=2[S:29](=[O:31])(=[O:30])[NH2:32])(=[O:35])=[O:34])=[O:20])=[CH:16][N:15]=1. The yield is 0.910. (3) The reactants are [CH:1]([O:4][C:5]1[CH:10]=[CH:9][C:8]([CH:11]2[N:20]=[C:19]([OH:21])[C:18]3[C:13](=[CH:14][C:15]([O:22][CH3:23])=[CH:16][CH:17]=3)[NH:12]2)=[CH:7][CH:6]=1)([CH3:3])[CH3:2].C(C1C(=O)C(Cl)=C(Cl)C(=O)C=1C#N)#N. The catalyst is C(Cl)Cl. The product is [CH:1]([O:4][C:5]1[CH:10]=[CH:9][C:8]([C:11]2[N:20]=[C:19]([OH:21])[C:18]3[C:13](=[CH:14][C:15]([O:22][CH3:23])=[CH:16][CH:17]=3)[N:12]=2)=[CH:7][CH:6]=1)([CH3:3])[CH3:2]. The yield is 0.730.